This data is from Full USPTO retrosynthesis dataset with 1.9M reactions from patents (1976-2016). The task is: Predict the reactants needed to synthesize the given product. (1) Given the product [CH3:12][CH:8]([CH2:9][C:10]#[CH:11])[CH2:7][CH2:6][CH:20]([S:17]([CH2:16][CH2:15][C:14]([F:13])([F:23])[F:24])(=[O:18])=[O:19])[C:21]#[N:22], predict the reactants needed to synthesize it. The reactants are: CS(O[CH2:6][CH2:7][CH:8]([CH3:12])[CH2:9][C:10]#[CH:11])(=O)=O.[F:13][C:14]([F:24])([F:23])[CH2:15][CH2:16][S:17]([CH2:20][C:21]#[N:22])(=[O:19])=[O:18].[H-].[Na+].Cl. (2) Given the product [F:1][C:2]([F:18])([F:19])[C:3]1[CH:4]=[C:5]([CH2:6][CH2:7][CH2:8][OH:9])[CH:11]=[C:12]([C:14]([F:15])([F:16])[F:17])[CH:13]=1, predict the reactants needed to synthesize it. The reactants are: [F:1][C:2]([F:19])([F:18])[C:3]1[CH:4]=[C:5]([CH:11]=[C:12]([C:14]([F:17])([F:16])[F:15])[CH:13]=1)[CH2:6][CH2:7][C:8](O)=[O:9].C(O)C.O.C(=O)=O.ClC(OCC(C)C)=O.[BH4-].[Na+].